Dataset: Catalyst prediction with 721,799 reactions and 888 catalyst types from USPTO. Task: Predict which catalyst facilitates the given reaction. Reactant: C([O:3][C:4](=O)[CH2:5][CH2:6][CH2:7][N:8]([CH2:16][C:17]1[CH:22]=[CH:21][CH:20]=[CH:19][CH:18]=1)[CH2:9][C:10]1[CH:15]=[CH:14][CH:13]=[CH:12][CH:11]=1)C.[H-].C([Al+]CC(C)C)C(C)C.O. Product: [CH2:16]([N:8]([CH2:9][C:10]1[CH:11]=[CH:12][CH:13]=[CH:14][CH:15]=1)[CH2:7][CH2:6][CH2:5][CH:4]=[O:3])[C:17]1[CH:22]=[CH:21][CH:20]=[CH:19][CH:18]=1. The catalyst class is: 96.